From a dataset of Forward reaction prediction with 1.9M reactions from USPTO patents (1976-2016). Predict the product of the given reaction. Given the reactants Cl.Cl.[NH2:3][CH2:4][CH2:5][N:6]1[C:14]2[C:13]([NH:15][C:16]3[CH:21]=[CH:20][C:19]([O:22][C:23]4[C:28]5[CH:29]=[N:30][S:31][C:27]=5[CH:26]=[CH:25][CH:24]=4)=[C:18]([Cl:32])[CH:17]=3)=[N:12][CH:11]=[N:10][C:9]=2[CH:8]=[CH:7]1.[C:33]([NH:37][CH2:38][C:39](O)=[O:40])([CH3:36])([CH3:35])[CH3:34].ON1C2C=CC=CC=2N=N1.Cl.C(N=C=NCCCN(C)C)C, predict the reaction product. The product is: [S:31]1[C:27]2[CH:26]=[CH:25][CH:24]=[C:23]([O:22][C:19]3[CH:20]=[CH:21][C:16]([NH:15][C:13]4[C:14]5[N:6]([CH2:5][CH2:4][NH:3][C:39](=[O:40])[CH2:38][NH:37][C:33]([CH3:36])([CH3:35])[CH3:34])[CH:7]=[CH:8][C:9]=5[N:10]=[CH:11][N:12]=4)=[CH:17][C:18]=3[Cl:32])[C:28]=2[CH:29]=[N:30]1.